From a dataset of CYP1A2 inhibition data for predicting drug metabolism from PubChem BioAssay. Regression/Classification. Given a drug SMILES string, predict its absorption, distribution, metabolism, or excretion properties. Task type varies by dataset: regression for continuous measurements (e.g., permeability, clearance, half-life) or binary classification for categorical outcomes (e.g., BBB penetration, CYP inhibition). Dataset: cyp1a2_veith. (1) The compound is COC(=O)c1scc(C)c1NC(=O)Cc1ccccc1. The result is 1 (inhibitor). (2) The molecule is COc1ccc(O[C@H]2C=C[C@@H](c3ccccc3)O[C@@H]2CO/N=C(\C)CCN2CCCCc3nc(C)c(C)cc32)cc1. The result is 0 (non-inhibitor). (3) The compound is CN[C@@H]1[C@H](O[C@H]2[C@@H](O[C@@H]3[C@@H](O)[C@@H](O)[C@@H](N=C(N)N)[C@@H](O)[C@@H]3N=C(N)N)O[C@@H](C)[C@]2(O)CO)O[C@H](CO)[C@@H](O)[C@@H]1O. The result is 0 (non-inhibitor). (4) The drug is O=c1cnc2cnc(Nc3ccccc3)nc2n1Cc1cccs1. The result is 1 (inhibitor). (5) The drug is Cc1ccsc1-c1nc(-c2ccccc2)c(-c2ccccc2)[nH]1. The result is 1 (inhibitor). (6) The compound is COc1ccc2c(c1)O[C@H](c1cccc(C(F)(F)F)c1)[C@@H](O)C2=O. The result is 0 (non-inhibitor). (7) The compound is CC(C)NCC[C@@H](O)c1cc2ccccc2o1. The result is 0 (non-inhibitor). (8) The molecule is COC(=O)N1CCC2(CC1)CN(c1ccccc1)C2. The result is 0 (non-inhibitor).